Task: Predict the reaction yield, written as a fraction of the theoretical maximum amount of product (1.0 means a 100% yield; for example, 0.34 means a 34% yield).. Dataset: Reaction yield outcomes from USPTO patents with 853,638 reactions (1) The reactants are Cl[C:2]1[C:7]([C:8]([O:10][CH3:11])=[O:9])=[C:6]([C:12]([F:15])([F:14])[F:13])[N:5]=[CH:4][CH:3]=1.[N-:16]=[N+:17]=[N-:18].[Na+]. The product is [N:16]([C:2]1[C:7]([C:8]([O:10][CH3:11])=[O:9])=[C:6]([C:12]([F:15])([F:14])[F:13])[N:5]=[CH:4][CH:3]=1)=[N+:17]=[N-:18]. The yield is 0.950. The catalyst is CN(C=O)C.O. (2) The reactants are [CH3:1][C:2](=[CH:6][C:7]1[CH:12]=[CH:11][CH:10]=[CH:9][CH:8]=1)[C:3](Cl)=[O:4].[CH3:13][CH:14]([CH3:28])[CH:15]([C:21]1[CH:26]=[CH:25][C:24]([NH2:27])=[CH:23][CH:22]=1)[N:16]1[CH:20]=[N:19][CH:18]=[N:17]1. The catalyst is C(Cl)Cl.N1C=CC=CC=1. The product is [CH3:1]/[C:2](=[CH:6]\[C:7]1[CH:12]=[CH:11][CH:10]=[CH:9][CH:8]=1)/[C:3]([NH:27][C:24]1[CH:25]=[CH:26][C:21]([CH:15]([N:16]2[CH:20]=[N:19][CH:18]=[N:17]2)[CH:14]([CH3:28])[CH3:13])=[CH:22][CH:23]=1)=[O:4]. The yield is 0.210. (3) The reactants are [NH2:1][C:2]1[CH:11]=[C:10]2[C:5]([CH:6]=[C:7]([C:13]3[CH:18]=[CH:17][CH:16]=[CH:15][C:14]=3[C:19]([F:22])([F:21])[F:20])[NH:8][C:9]2=[O:12])=[CH:4][CH:3]=1.[O:23]=[CH:24][C@@H:25]([C@@H:27]([CH2:29]O)[OH:28])[OH:26].C(O)(=O)C. The catalyst is CO. The product is [F:21][C:19]([F:22])([F:20])[C:14]1[CH:15]=[CH:16][CH:17]=[CH:18][C:13]=1[C:7]1[NH:8][C:9](=[O:12])[C:10]2[C:5]([CH:6]=1)=[CH:4][CH:3]=[C:2]([NH:1][CH2:29][C@H:27]([OH:28])[C@H:25]([OH:26])[CH2:24][OH:23])[CH:11]=2. The yield is 0.420. (4) The reactants are [CH2:1]([O:8][C:9]1[CH:16]=[C:15]([O:17][CH3:18])[CH:14]=[C:13]([OH:19])[C:10]=1[CH:11]=O)[C:2]1[CH:7]=[CH:6][CH:5]=[CH:4][CH:3]=1.C(=O)([O-])[O-].[Cs+].[Cs+].Cl[CH2:27][C:28](=[O:30])[CH3:29].O1C2C=CC=CC=2C=C1. The product is [CH2:1]([O:8][C:9]1[C:10]2[CH:11]=[C:27]([C:28](=[O:30])[CH3:29])[O:19][C:13]=2[CH:14]=[C:15]([O:17][CH3:18])[CH:16]=1)[C:2]1[CH:7]=[CH:6][CH:5]=[CH:4][CH:3]=1. The yield is 0.880. The catalyst is CN(C)C=O.O1CCCC1.C(OCC)(=O)C.O.C1(C)C=CC(S(O)(=O)=O)=CC=1. (5) The reactants are Br[C:2]1[CH:7]=[CH:6][N:5]=[C:4]2[N:8]([S:11]([C:14]3[CH:19]=[CH:18][CH:17]=[CH:16][CH:15]=3)(=[O:13])=[O:12])[CH:9]=[CH:10][C:3]=12.C([O-])(=O)C.[K+].[B:25]1([B:25]2[O:29][C:28]([CH3:31])([CH3:30])[C:27]([CH3:33])([CH3:32])[O:26]2)[O:29][C:28]([CH3:31])([CH3:30])[C:27]([CH3:33])([CH3:32])[O:26]1. The catalyst is O1CCOCC1. The product is [C:14]1([S:11]([N:8]2[C:4]3=[N:5][CH:6]=[CH:7][C:2]([B:25]4[O:29][C:28]([CH3:31])([CH3:30])[C:27]([CH3:33])([CH3:32])[O:26]4)=[C:3]3[CH:10]=[CH:9]2)(=[O:13])=[O:12])[CH:19]=[CH:18][CH:17]=[CH:16][CH:15]=1. The yield is 0.920. (6) The reactants are [OH:1][C:2]1[CH:3]=[C:4]([CH:7]=[CH:8][C:9]=1[OH:10])[C:5]#[N:6].C([O-])([O-])=O.[K+].[K+].[CH2:17](Br)[C:18]1[CH:23]=[CH:22][CH:21]=[CH:20][CH:19]=1. The catalyst is CC(C)=O. The product is [CH2:17]([O:10][C:9]1[CH:8]=[CH:7][C:4]([C:5]#[N:6])=[CH:3][C:2]=1[OH:1])[C:18]1[CH:23]=[CH:22][CH:21]=[CH:20][CH:19]=1. The yield is 0.250. (7) The reactants are C[O:2][C:3](=[O:17])[C:4]1[C:9]([C:10]2[N:15]=[CH:14][CH:13]=[CH:12][N:11]=2)=[CH:8][CH:7]=[CH:6][C:5]=1[F:16].[OH-].[Na+]. No catalyst specified. The product is [F:16][C:5]1[CH:6]=[CH:7][CH:8]=[C:9]([C:10]2[N:11]=[CH:12][CH:13]=[CH:14][N:15]=2)[C:4]=1[C:3]([OH:17])=[O:2]. The yield is 0.880. (8) The reactants are [OH:1][C:2]1[CH:3]=[C:4]([CH2:9][C:10]#[N:11])[CH:5]=[CH:6][C:7]=1[OH:8].CO[C:14](OC)([CH3:16])[CH3:15].CC1C=CC(S(O)(=O)=O)=CC=1. The catalyst is C1(C)C=CC=CC=1. The product is [CH3:15][C:14]1([CH3:16])[O:8][C:7]2[CH:6]=[CH:5][C:4]([CH2:9][C:10]#[N:11])=[CH:3][C:2]=2[O:1]1. The yield is 0.200.